This data is from Reaction yield outcomes from USPTO patents with 853,638 reactions. The task is: Predict the reaction yield, written as a fraction of the theoretical maximum amount of product (1.0 means a 100% yield; for example, 0.34 means a 34% yield). (1) The reactants are [Br:1][C:2]1[CH:3]=[C:4]2[C:8](=[CH:9][CH:10]=1)[C:7]([O:13][Si](C)(C)C)([C:11]#[N:12])[CH2:6][CH2:5]2.[ClH:18].[CH2:19]([OH:21])[CH3:20]. No catalyst specified. The product is [ClH:18].[Br:1][C:2]1[CH:3]=[C:4]2[C:8](=[CH:9][CH:10]=1)[C:7]([OH:13])([C:11](=[NH:12])[O:21][CH2:19][CH3:20])[CH2:6][CH2:5]2. The yield is 0.720. (2) The reactants are C[O:2][C:3](=[O:15])[CH2:4][C:5]1[CH:10]=[CH:9][C:8]([S:11][CH2:12][O:13][CH3:14])=[CH:7][CH:6]=1.O1CCCC1.[OH-].[Li+]. The catalyst is CO.O. The product is [CH3:14][O:13][CH2:12][S:11][C:8]1[CH:9]=[CH:10][C:5]([CH2:4][C:3]([OH:15])=[O:2])=[CH:6][CH:7]=1. The yield is 1.00. (3) The reactants are [N:1]1[CH:6]=[CH:5][CH:4]=[CH:3][C:2]=1[C:7]1[N:8]=[C:9]([OH:16])[C:10]2[CH:15]=[CH:14][S:13][C:11]=2[N:12]=1.O[C@@H:18]1[CH2:22][N:21]([C:23]([O:25][C:26]([CH3:29])([CH3:28])[CH3:27])=[O:24])[C@H:20]([C:30]([O:32][CH3:33])=[O:31])[CH2:19]1.C1(P(C2C=CC=CC=2)C2C=CC=CC=2)C=CC=CC=1.N(C(OC(C)C)=O)=NC(OC(C)C)=O. The catalyst is O1CCCC1. The product is [N:1]1[CH:6]=[CH:5][CH:4]=[CH:3][C:2]=1[C:7]1[N:8]=[C:9]([O:16][C@H:18]2[CH2:22][N:21]([C:23]([O:25][C:26]([CH3:29])([CH3:28])[CH3:27])=[O:24])[C@H:20]([C:30]([O:32][CH3:33])=[O:31])[CH2:19]2)[C:10]2[CH:15]=[CH:14][S:13][C:11]=2[N:12]=1. The yield is 0.690. (4) The yield is 0.900. The reactants are P(Cl)(Cl)([Cl:3])=O.[Cl:6][C:7]1[CH:12]=[C:11]([C:13]([F:16])([F:15])[F:14])[CH:10]=[C:9]([Cl:17])[C:8]=1[NH:18][NH:19][C:20](=O)[CH2:21][Cl:22]. The product is [Cl:6][C:7]1[CH:12]=[C:11]([C:13]([F:16])([F:15])[F:14])[CH:10]=[C:9]([Cl:17])[C:8]=1[NH:18][N:19]=[C:20]([Cl:3])[CH2:21][Cl:22]. The catalyst is C1(C)C=CC=CC=1. (5) The reactants are Br[C:2]1[CH:10]=[CH:9][C:5]([C:6]([OH:8])=[O:7])=[C:4]([O:11][C:12]([F:15])([F:14])[F:13])[CH:3]=1.[CH:16]([B-](F)(F)F)=[CH2:17].[K+].C(=O)([O-])[O-].[K+].[K+]. The catalyst is CS(C)=O.O. The product is [F:13][C:12]([F:15])([F:14])[O:11][C:4]1[CH:3]=[C:2]([CH:16]=[CH2:17])[CH:10]=[CH:9][C:5]=1[C:6]([OH:8])=[O:7]. The yield is 0.470.